The task is: Predict the reactants needed to synthesize the given product.. This data is from Full USPTO retrosynthesis dataset with 1.9M reactions from patents (1976-2016). (1) Given the product [CH3:12][C:3]1[C:4]([C:7]([O:9][CH2:10][CH3:11])=[O:8])=[N:5][O:6][C:2]=1[C:18]1[CH:19]=[CH:20][C:15]([C:14]([F:25])([F:24])[F:13])=[CH:16][CH:17]=1, predict the reactants needed to synthesize it. The reactants are: Br[C:2]1[O:6][N:5]=[C:4]([C:7]([O:9][CH2:10][CH3:11])=[O:8])[C:3]=1[CH3:12].[F:13][C:14]([F:25])([F:24])[C:15]1[CH:20]=[CH:19][C:18](B(O)O)=[CH:17][CH:16]=1.C(=O)([O-])[O-].[K+].[K+]. (2) Given the product [Cl:34][C:35]1[CH:40]=[C:39]([N:11]2[C:12]3[C:17](=[CH:16][C:15]([C:19]([N:21]4[CH2:26][CH2:25][CH:24]([N:27]5[CH2:28][CH2:29][O:30][CH2:31][CH2:32]5)[CH2:23][CH2:22]4)=[O:20])=[CH:14][CH:13]=3)[CH:18]=[C:10]2[C:8]([N:5]2[CH2:4][CH2:3][C:2]([F:1])([F:33])[CH2:7][CH2:6]2)=[O:9])[CH:38]=[CH:37][CH:36]=1, predict the reactants needed to synthesize it. The reactants are: [F:1][C:2]1([F:33])[CH2:7][CH2:6][N:5]([C:8]([C:10]2[NH:11][C:12]3[C:17]([CH:18]=2)=[CH:16][C:15]([C:19]([N:21]2[CH2:26][CH2:25][CH:24]([N:27]4[CH2:32][CH2:31][O:30][CH2:29][CH2:28]4)[CH2:23][CH2:22]2)=[O:20])=[CH:14][CH:13]=3)=[O:9])[CH2:4][CH2:3]1.[Cl:34][C:35]1[CH:36]=[C:37](B(O)O)[CH:38]=[CH:39][CH:40]=1.N1C=CC=CC=1. (3) Given the product [Si:1]([O:8][CH2:9][CH2:10][NH:11][C:12]1[CH:13]=[CH:14][C:15]([NH2:18])=[CH:16][CH:17]=1)([C:4]([CH3:7])([CH3:6])[CH3:5])([CH3:3])[CH3:2], predict the reactants needed to synthesize it. The reactants are: [Si:1]([O:8][CH2:9][CH2:10][NH:11][C:12]1[CH:17]=[CH:16][C:15]([N+:18]([O-])=O)=[CH:14][CH:13]=1)([C:4]([CH3:7])([CH3:6])[CH3:5])([CH3:3])[CH3:2].[H][H]. (4) Given the product [Br:22][C:23]1[CH:24]=[CH:25][C:26]([Si:29]([CH2:47][CH:46]=[CH2:45])([CH2:39][CH:40]=[CH2:41])[CH2:8][CH:3]=[CH2:4])=[CH:27][CH:28]=1, predict the reactants needed to synthesize it. The reactants are: [Br-].[Br-].[C:3]1(P(C2C=CC=CC=2)C2C=CC=CC=2)[CH:8]=CC=C[CH:4]=1.[Br:22][C:23]1[CH:28]=[CH:27][C:26]([SiH2:29]OCC(CC=C)CC=C)=[CH:25][CH:24]=1.[CH2:39]([Mg]Br)[CH:40]=[CH2:41].Cl.[CH3:45][CH2:46][CH2:47]CCC.C(OCC)(=O)C. (5) Given the product [CH3:1][C:2]1[C:7]([O:8][C:9]([CH3:12])([CH3:11])[CH3:10])=[CH:6][CH:5]=[CH:4][C:3]=1[NH2:13], predict the reactants needed to synthesize it. The reactants are: [CH3:1][C:2]1[C:7]([O:8][C:9]([CH3:12])([CH3:11])[CH3:10])=[CH:6][CH:5]=[CH:4][C:3]=1[N+:13]([O-])=O. (6) Given the product [CH3:25][C:20]1[CH2:23][CH2:24][C:17]2([C:18](=[O:19])[N:8]([C:7]3[CH:9]=[CH:10][C:4]([O:3][C:2]([F:11])([F:12])[F:1])=[CH:5][CH:6]=3)[CH2:15][CH2:16]2)[CH2:22][CH:21]=1, predict the reactants needed to synthesize it. The reactants are: [F:1][C:2]([F:12])([F:11])[O:3][C:4]1[CH:10]=[CH:9][C:7]([NH2:8])=[CH:6][CH:5]=1.CO[CH2:15][CH2:16][C:17]12[CH2:24][CH2:23][C:20]([CH3:25])([CH2:21][CH2:22]1)[O:19][C:18]2=O.[Cl-].C[Al+]C.